Dataset: Catalyst prediction with 721,799 reactions and 888 catalyst types from USPTO. Task: Predict which catalyst facilitates the given reaction. (1) Reactant: [C:1]([N:5]1[CH2:10][CH2:9][C:8](=O)[CH2:7][CH2:6]1)([CH3:4])([CH3:3])[CH3:2].[C-:12]#[N:13].[Na+].[NH4+:15].[Cl-]. Product: [NH2:15][C:8]1([C:12]#[N:13])[CH2:9][CH2:10][N:5]([C:1]([CH3:4])([CH3:3])[CH3:2])[CH2:6][CH2:7]1. The catalyst class is: 547. (2) Reactant: [Cl:1][C:2]1[CH:7]=[CH:6][C:5]([C:8]2([C:13]3[CH:14]=[C:15]4[C:20](=[CH:21][CH:22]=3)[N:19]=[CH:18][CH:17]=[C:16]4[CH2:23][CH2:24][C:25]3[CH:30]=[CH:29][CH:28]=[C:27]([Cl:31])[CH:26]=3)OCC[O:9]2)=[CH:4][CH:3]=1.[Cl:32][C:33]1[CH:34]=[C:35]([CH2:39][CH:40]([C:49]2[C:58]3[C:53](=[CH:54][CH:55]=[C:56]([C:59]4([C:64]5[CH:69]=[CH:68][C:67]([Cl:70])=[CH:66][CH:65]=5)OCC[O:60]4)[CH:57]=3)[N:52]=[CH:51][CH:50]=2)[CH2:41][C:42]2[CH:47]=[CH:46][CH:45]=[C:44]([Cl:48])[CH:43]=2)[CH:36]=[CH:37][CH:38]=1.[NH4+].[OH-]. Product: [Cl:1][C:2]1[CH:7]=[CH:6][C:5]([C:8]([C:13]2[CH:14]=[C:15]3[C:20](=[CH:21][CH:22]=2)[N:19]=[CH:18][CH:17]=[C:16]3[CH2:23][CH2:24][C:25]2[CH:30]=[CH:29][CH:28]=[C:27]([Cl:31])[CH:26]=2)=[O:9])=[CH:4][CH:3]=1.[Cl:70][C:67]1[CH:68]=[CH:69][C:64]([C:59]([C:56]2[CH:57]=[C:58]3[C:53](=[CH:54][CH:55]=2)[N:52]=[CH:51][CH:50]=[C:49]3[CH:40]([CH2:41][C:42]2[CH:47]=[CH:46][CH:45]=[C:44]([Cl:48])[CH:43]=2)[CH2:39][C:35]2[CH:36]=[CH:37][CH:38]=[C:33]([Cl:32])[CH:34]=2)=[O:60])=[CH:65][CH:66]=1. The catalyst class is: 209. (3) Reactant: [C@H:1]1([NH2:8])[CH2:6][CH2:5][CH2:4][CH2:3][C@@H:2]1[NH2:7].O=[C:10]1[CH2:15][CH2:14][N:13]([C:16]([O:18][C:19]([CH3:22])([CH3:21])[CH3:20])=[O:17])[CH2:12][CH2:11]1.C(O[BH-](OC(=O)C)OC(=O)C)(=O)C.[Na+].C(=O)([O-])O.[Na+]. Product: [NH2:7][C@H:2]1[CH2:3][CH2:4][CH2:5][CH2:6][C@@H:1]1[NH:8][CH:10]1[CH2:15][CH2:14][N:13]([C:16]([O:18][C:19]([CH3:22])([CH3:21])[CH3:20])=[O:17])[CH2:12][CH2:11]1. The catalyst class is: 4. (4) Reactant: [F:1][C:2]([F:53])([F:52])[C:3]1[CH:4]=[C:5]([C:13]([CH3:51])([CH3:50])[C:14]([N:16]([C:18]2[CH:19]=[N:20][C:21]([N:39]3[CH2:44][CH2:43][N:42]([S:45]([CH3:48])(=[O:47])=[O:46])[C@@H:41]([CH3:49])[CH2:40]3)=[CH:22][C:23]=2[C:24]2[CH:29]=[CH:28][CH:27]=[CH:26][C:25]=2[C:30](C)(C)[O:31][SiH2]C(C)(C)C)[CH3:17])=[O:15])[CH:6]=[C:7]([C:9]([F:12])([F:11])[F:10])[CH:8]=1.Cl. Product: [F:12][C:9]([F:10])([F:11])[C:7]1[CH:6]=[C:5]([C:13]([CH3:50])([CH3:51])[C:14]([N:16]([C:18]2[CH:19]=[N:20][C:21]([N:39]3[CH2:44][CH2:43][N:42]([S:45]([CH3:48])(=[O:47])=[O:46])[C@@H:41]([CH3:49])[CH2:40]3)=[CH:22][C:23]=2[C:24]2[CH:29]=[CH:28][CH:27]=[CH:26][C:25]=2[CH2:30][OH:31])[CH3:17])=[O:15])[CH:4]=[C:3]([C:2]([F:1])([F:52])[F:53])[CH:8]=1. The catalyst class is: 5. (5) Reactant: C[C:2]1[CH:6]=[C:5]([C:7]2[CH:12]=[CH:11][C:10]([C:13]([F:16])([F:15])[F:14])=[CH:9][CH:8]=2)[S:4][C:3]=1[CH:17]=[O:18].[Li+].[BH4-]. Product: [F:15][C:13]([F:14])([F:16])[C:10]1[CH:9]=[CH:8][C:7]([C:5]2[S:4][C:3]([CH2:17][OH:18])=[CH:2][CH:6]=2)=[CH:12][CH:11]=1. The catalyst class is: 1. (6) Reactant: Br[C:2]1[S:3][C:4](Br)=[C:5]([F:8])[C:6]=1[F:7].C([Li])CCC.[CH3:15][Sn:16](Cl)([CH3:18])[CH3:17]. Product: [F:7][C:6]1[C:5]([F:8])=[C:4]([Sn:16]([CH3:18])([CH3:17])[CH3:15])[S:3][C:2]=1[Sn:16]([CH3:18])([CH3:17])[CH3:15]. The catalyst class is: 7. (7) The catalyst class is: 36. Reactant: C([O:3][C:4](=[O:32])[CH:5]([C:11]1[CH:12]=[CH:13][C:14]2[N:18]=[C:17]([C:19]3[CH:24]=[CH:23][CH:22]=[CH:21][C:20]=3[O:25][CH3:26])[NH:16][C:15]=2[C:27]=1[C:28]([O:30]C)=[O:29])C(OCC)=O)C.[OH-].[Na+]. Product: [C:4]([CH2:5][C:11]1[CH:12]=[CH:13][C:14]2[N:18]=[C:17]([C:19]3[CH:24]=[CH:23][CH:22]=[CH:21][C:20]=3[O:25][CH3:26])[NH:16][C:15]=2[C:27]=1[C:28]([OH:30])=[O:29])([OH:32])=[O:3]. (8) Reactant: [OH:1][N:2]1[C:6](=[O:7])[CH2:5][CH2:4][C:3]1=[O:8].[CH:9]1([N:15]=[C:16]=[N:17][CH:18]2[CH2:23][CH2:22][CH2:21][CH2:20][CH2:19]2)[CH2:14][CH2:13][CH2:12][CH2:11][CH2:10]1. Product: [CH2:21]1[CH2:20][CH2:19][CH:18]([N:17]=[C:16]=[N:15][CH:9]2[CH2:14][CH2:13][CH2:12][CH2:11][CH2:10]2)[CH2:23][CH2:22]1.[OH:1][N:2]1[C:6](=[O:7])[CH2:5][CH2:4][C:3]1=[O:8]. The catalyst class is: 2. (9) Reactant: [C:1]([C:5]1[CH:9]=[C:8]([NH:10][C:11]([NH:13][C:14]2[CH:19]=[CH:18][C:17]([CH2:20][C:21]3[CH:26]=[CH:25][C:24]([NH2:27])=[CH:23][CH:22]=3)=[CH:16][CH:15]=2)=[O:12])[N:7]([CH3:28])[N:6]=1)([CH3:4])([CH3:3])[CH3:2].[C:29](Cl)(=[O:31])[CH3:30].CCN(CC)CC. Product: [C:1]([C:5]1[CH:9]=[C:8]([NH:10][C:11]([NH:13][C:14]2[CH:19]=[CH:18][C:17]([CH2:20][C:21]3[CH:26]=[CH:25][C:24]([NH:27][C:29]([CH3:30])=[O:31])=[CH:23][CH:22]=3)=[CH:16][CH:15]=2)=[O:12])[N:7]([CH3:28])[N:6]=1)([CH3:4])([CH3:2])[CH3:3]. The catalyst class is: 91. (10) Reactant: [Cl:1][C:2]1[N:7]=[N:6][C:5]([NH:8][NH2:9])=[C:4]([CH3:10])[CH:3]=1.[CH3:11][C:12](O)=O.C([O-])(O)=O.[Na+]. Product: [Cl:1][C:2]1[CH:3]=[C:4]([CH3:10])[C:5]2[N:6]([C:11]([CH3:12])=[N:9][N:8]=2)[N:7]=1. The catalyst class is: 2.